This data is from Reaction yield outcomes from USPTO patents with 853,638 reactions. The task is: Predict the reaction yield, written as a fraction of the theoretical maximum amount of product (1.0 means a 100% yield; for example, 0.34 means a 34% yield). (1) The reactants are [CH3:1][N:2]([CH3:32])[CH2:3][CH2:4][CH2:5][NH:6]C(C1C=C(C2C=CC(CSCCOC3C=CC=CC=3)=CC=2)C=CC=1)=O.[O:33]([CH2:40][CH2:41][S:42][CH2:43][C:44]1[CH:49]=[CH:48][CH:47]=[CH:46][C:45]=1[C:50]1[CH:55]=[CH:54][CH:53]=[C:52]([C:56](O)=[O:57])[CH:51]=1)[C:34]1[CH:39]=[CH:38][CH:37]=[CH:36][CH:35]=1.CN(C)CCCN. The catalyst is C1COCC1. The product is [CH3:1][N:2]([CH3:32])[CH2:3][CH2:4][CH2:5][NH:6][C:56]([C:52]1[CH:51]=[C:50]([C:45]2[CH:46]=[CH:47][CH:48]=[CH:49][C:44]=2[CH2:43][S:42][CH2:41][CH2:40][O:33][C:34]2[CH:35]=[CH:36][CH:37]=[CH:38][CH:39]=2)[CH:55]=[CH:54][CH:53]=1)=[O:57]. The yield is 0.860. (2) The reactants are [CH:1]1([C:6]2([CH2:14][CH2:15][C:16]3[CH:21]=[CH:20][C:19]([CH2:22][C:23]#[N:24])=[C:18]([CH2:25][CH3:26])[CH:17]=3)[CH2:11][C:10](=[O:12])[CH2:9][C:8](=[O:13])[O:7]2)[CH2:5][CH2:4][CH2:3][CH2:2]1.[CH3:27][C:28]1[CH:33]=[C:32]([CH3:34])[N:31]2[N:35]=[C:36]([CH:38]=O)[N:37]=[C:30]2[N:29]=1. The catalyst is CO. The product is [CH:1]1([C:6]2([CH2:14][CH2:15][C:16]3[CH:21]=[CH:20][C:19]([CH2:22][C:23]#[N:24])=[C:18]([CH2:25][CH3:26])[CH:17]=3)[CH2:11][C:10]([OH:12])=[C:9]([CH2:38][C:36]3[N:37]=[C:30]4[N:29]=[C:28]([CH3:27])[CH:33]=[C:32]([CH3:34])[N:31]4[N:35]=3)[C:8](=[O:13])[O:7]2)[CH2:5][CH2:4][CH2:3][CH2:2]1. The yield is 0.210. (3) The reactants are Br[CH2:2][C:3]1[N:8]=[C:7]([N:9]2[CH2:14][CH2:13][O:12][CH2:11][CH2:10]2)[CH:6]=[C:5]([Cl:15])[N:4]=1.[F-].[CH2:17]([N+:21](CCCC)(CCCC)CCCC)CCC.C1COCC1.C[Si](C#N)(C)C.N. The catalyst is C(#N)C. The product is [Cl:15][C:5]1[CH:6]=[C:7]([N:9]2[CH2:14][CH2:13][O:12][CH2:11][CH2:10]2)[N:8]=[C:3]([CH2:2][C:17]#[N:21])[N:4]=1. The yield is 0.720. (4) The reactants are Cl.[NH2:2][C@@H:3]([CH2:24][CH:25]1[CH2:30][CH2:29][CH2:28][CH2:27][CH2:26]1)[C:4]([NH:6][C@H:7]1[CH2:13][CH2:12][CH2:11][N:10]([S:14]([C:17]2[CH:22]=[CH:21][CH:20]=[CH:19][N:18]=2)(=[O:16])=[O:15])[CH2:9][C@@H:8]1[OH:23])=[O:5].[N:31]1[CH:36]=[CH:35][N:34]=[CH:33][C:32]=1[C:37](O)=[O:38].CC(OI1(OC(C)=O)(OC(C)=O)OC(=O)C2C=CC=CC1=2)=O. No catalyst specified. The product is [CH:25]1([CH2:24][C@H:3]([NH:2][C:37]([C:32]2[CH:33]=[N:34][CH:35]=[CH:36][N:31]=2)=[O:38])[C:4](=[O:5])[NH:6][C@H:7]2[CH2:13][CH2:12][CH2:11][N:10]([S:14]([C:17]3[CH:22]=[CH:21][CH:20]=[CH:19][N:18]=3)(=[O:15])=[O:16])[CH2:9][C:8]2=[O:23])[CH2:30][CH2:29][CH2:28][CH2:27][CH2:26]1. The yield is 0.130. (5) The reactants are [CH:1]([C:4]1[CH:5]=[CH:6][CH:7]=[C:8]2[C:12]=1[NH:11][C:10](=[O:13])[C:9]2=[O:14])([CH3:3])[CH3:2].[Br:15]Br. The catalyst is C(O)(=O)C. The product is [Br:15][C:6]1[CH:7]=[C:8]2[C:12](=[C:4]([CH:1]([CH3:3])[CH3:2])[CH:5]=1)[NH:11][C:10](=[O:13])[C:9]2=[O:14]. The yield is 0.940. (6) The reactants are [Br:1][C:2]1[CH:7]=[C:6]([CH:8]([OH:10])[CH3:9])[C:5]([F:11])=[CH:4][N:3]=1.I(C1C=CC=CC=1C(O)=O)(=O)=O. The catalyst is C(OCC)(=O)C. The product is [Br:1][C:2]1[CH:7]=[C:6]([C:8](=[O:10])[CH3:9])[C:5]([F:11])=[CH:4][N:3]=1. The yield is 0.920. (7) The reactants are [CH2:1]([Mg]Br)[CH3:2].C(OP(O[C:14]1[CH2:19][CH2:18][N:17]([C:20]([O:22][C:23]([CH3:26])([CH3:25])[CH3:24])=[O:21])[CH2:16][C:15]=1[C:27]([O:29][CH2:30][CH3:31])=[O:28])(OCC)=O)C.[NH4+].[Cl-]. The catalyst is C1COCC1.[Cu]I. The product is [CH2:1]([C:14]1[CH2:19][CH2:18][N:17]([C:20]([O:22][C:23]([CH3:24])([CH3:25])[CH3:26])=[O:21])[CH2:16][C:15]=1[C:27]([O:29][CH2:30][CH3:31])=[O:28])[CH3:2]. The yield is 0.150. (8) The reactants are [H-].[Na+].[Br:3][C:4]1[CH:5]=[C:6]2[C:11](=[CH:12][CH:13]=1)[NH:10][C:9](=[O:14])[CH2:8][CH2:7]2.Br[CH2:16][C:17]([O:19][C:20]([CH3:23])([CH3:22])[CH3:21])=[O:18]. The catalyst is CN(C)C=O. The product is [Br:3][C:4]1[CH:5]=[C:6]2[C:11](=[CH:12][CH:13]=1)[N:10]([CH2:16][C:17]([O:19][C:20]([CH3:23])([CH3:22])[CH3:21])=[O:18])[C:9](=[O:14])[CH2:8][CH2:7]2. The yield is 0.720. (9) The product is [C:1]([N:9]1[CH2:22][CH2:21][C:20]2[C:19]3[CH:18]=[C:17]([C:31]4[CH:32]=[CH:33][C:28]([O:27][CH3:26])=[CH:29][C:30]=4[CH3:58])[CH:16]=[CH:15][C:14]=3[NH:13][C:12]=2[CH2:11][CH2:10]1)(=[O:8])[C:2]1[CH:7]=[CH:6][CH:5]=[CH:4][CH:3]=1. The reactants are [C:1]([N:9]1[CH2:22][CH2:21][C:20]2[C:19]3[CH:18]=[C:17](Br)[CH:16]=[CH:15][C:14]=3[NH:13][C:12]=2[CH2:11][CH2:10]1)(=[O:8])[C:2]1[CH:7]=[CH:6][CH:5]=[CH:4][CH:3]=1.N#N.[CH3:26][O:27][C:28]1[CH:33]=[CH:32][C:31](B2OB([C:31]3[CH:32]=[CH:33][C:28]([O:27][CH3:26])=[CH:29][C:30]=3[CH3:58])OB([C:31]3[CH:32]=[CH:33][C:28]([O:27][CH3:26])=[CH:29][C:30]=3[CH3:58])O2)=[C:30]([CH3:58])[CH:29]=1.C([O-])([O-])=O.[Na+].[Na+]. The yield is 0.370. The catalyst is COCCOC.CO. (10) The reactants are [CH2:1]([Mg]Br)[CH:2]=[CH2:3].[Cl:6][CH2:7][CH2:8][C:9]([C:11]1[CH:16]=[CH:15][C:14]([F:17])=[CH:13][CH:12]=1)=[O:10]. The catalyst is C1COCC1. The product is [Cl:6][CH2:7][CH2:8][C:9]([C:11]1[CH:12]=[CH:13][C:14]([F:17])=[CH:15][CH:16]=1)([OH:10])[CH2:3][CH:2]=[CH2:1]. The yield is 0.970.